Dataset: Forward reaction prediction with 1.9M reactions from USPTO patents (1976-2016). Task: Predict the product of the given reaction. (1) Given the reactants [Cl:1][C:2]1[CH:3]=[C:4]([C@H:8]2[O:12][C:11](=[O:13])[N:10]([C@H:14]([CH3:28])[CH2:15][C:16]3[C:24]4[C:19](=[C:20](C(O)=O)[CH:21]=[CH:22][CH:23]=4)[NH:18][CH:17]=3)[CH2:9]2)[CH:5]=[CH:6][CH:7]=1.C1(P(N=[N+]=[N-])(C2C=CC=CC=2)=[O:36])C=CC=CC=1.C([N:48]([CH2:51]C)CC)C.[Cl-].[NH4+].[C:55]([OH:59])([CH3:58])([CH3:57])[CH3:56], predict the reaction product. The product is: [Cl:1][C:2]1[CH:3]=[C:4]([C@H:8]2[O:12][C:11](=[O:13])[N:10]([C@H:14]([CH3:28])[CH2:15][C:16]3[C:24]4[C:19](=[C:20]([NH:48][C:51](=[O:36])[O:59][C:55]([CH3:58])([CH3:57])[CH3:56])[CH:21]=[CH:22][CH:23]=4)[NH:18][CH:17]=3)[CH2:9]2)[CH:5]=[CH:6][CH:7]=1. (2) The product is: [C:32]([N:31]1[C:27]([CH2:24][CH2:25][CH3:26])=[CH:28][C:29]([CH2:36][NH:21][CH2:20][CH2:19][N:16]2[CH2:15][CH2:14][N:13]([CH:6]([C:7]3[CH:8]=[CH:9][CH:10]=[CH:11][CH:12]=3)[C:5]3[CH:4]=[CH:3][C:2]([Cl:1])=[CH:23][CH:22]=3)[CH2:18][CH2:17]2)=[N:30]1)([CH3:35])([CH3:34])[CH3:33]. Given the reactants [Cl:1][C:2]1[CH:23]=[CH:22][C:5]([CH:6]([N:13]2[CH2:18][CH2:17][N:16]([CH2:19][CH2:20][NH2:21])[CH2:15][CH2:14]2)[C:7]2[CH:12]=[CH:11][CH:10]=[CH:9][CH:8]=2)=[CH:4][CH:3]=1.[CH2:24]([C:27]1[N:31]([C:32]([CH3:35])([CH3:34])[CH3:33])[N:30]=[C:29]([CH:36]=O)[CH:28]=1)[CH2:25][CH3:26], predict the reaction product. (3) The product is: [F:16][C:2]([F:1])([F:15])[C:3]1[CH:4]=[CH:5][C:6]([C:9]2[N:10]=[C:11]([NH:14][C:25]([N:37]3[CH2:38][CH2:39][C:40]4[C:45](=[CH:44][CH:43]=[C:42]([O:46][C:47]([CH3:53])([CH3:52])[C:48]([O:50][CH3:51])=[O:49])[CH:41]=4)[CH2:36]3)=[O:27])[S:12][CH:13]=2)=[CH:7][CH:8]=1. Given the reactants [F:1][C:2]([F:16])([F:15])[C:3]1[CH:8]=[CH:7][C:6]([C:9]2[N:10]=[C:11]([NH2:14])[S:12][CH:13]=2)=[CH:5][CH:4]=1.C(N(CC)CC)C.Cl[C:25](Cl)([O:27]C(=O)OC(Cl)(Cl)Cl)Cl.[CH2:36]1[C:45]2[C:40](=[CH:41][C:42]([O:46][C:47]([CH3:53])([CH3:52])[C:48]([O:50][CH3:51])=[O:49])=[CH:43][CH:44]=2)[CH2:39][CH2:38][NH:37]1, predict the reaction product. (4) The product is: [C:1]([O:5][C:6](=[O:31])[NH:7][C@H:8]([C:17]1[CH:18]=[CH:19][C:20]([OH:23])=[CH:21][CH:22]=1)[CH2:9][N:10]1[CH2:11][CH2:12][N:13]([CH3:16])[CH2:14][CH2:15]1)([CH3:4])([CH3:2])[CH3:3]. Given the reactants [C:1]([O:5][C:6](=[O:31])[NH:7][C@H:8]([C:17]1[CH:22]=[CH:21][C:20]([O:23][Si](C(C)(C)C)(C)C)=[CH:19][CH:18]=1)[CH2:9][N:10]1[CH2:15][CH2:14][N:13]([CH3:16])[CH2:12][CH2:11]1)([CH3:4])([CH3:3])[CH3:2].CCCC[N+](CCCC)(CCCC)CCCC.[F-], predict the reaction product. (5) Given the reactants [F:1][C:2]([F:21])([F:20])[C:3]1[CH:4]=[C:5]([S:9]([C:12]2[CH:19]=[CH:18][C:15]([C:16]#[N:17])=[CH:14][CH:13]=2)(=[O:11])=[O:10])[CH:6]=[CH:7][CH:8]=1.N, predict the reaction product. The product is: [F:20][C:2]([F:1])([F:21])[C:3]1[CH:4]=[C:5]([S:9]([C:12]2[CH:19]=[CH:18][C:15]([CH2:16][NH2:17])=[CH:14][CH:13]=2)(=[O:11])=[O:10])[CH:6]=[CH:7][CH:8]=1. (6) Given the reactants [Cl:1][C:2]1[CH:32]=[CH:31][C:5]2[N:6]([CH2:22][C:23]3[CH:28]=[CH:27][C:26]([O:29][CH3:30])=[CH:25][CH:24]=3)[C:7](=[O:21])[CH:8]([CH2:12][CH2:13][C:14]3[CH:19]=[CH:18][CH:17]=[CH:16][C:15]=3[Cl:20])[NH:9][C:10](=O)[C:4]=2[CH:3]=1.CN(C)C1C=CC=CC=1.P(Cl)(Cl)([Cl:44])=O, predict the reaction product. The product is: [Cl:44][C:10]1[C:4]2[CH:3]=[C:2]([Cl:1])[CH:32]=[CH:31][C:5]=2[N:6]([CH2:22][C:23]2[CH:24]=[CH:25][C:26]([O:29][CH3:30])=[CH:27][CH:28]=2)[C:7](=[O:21])[CH:8]([CH2:12][CH2:13][C:14]2[CH:19]=[CH:18][CH:17]=[CH:16][C:15]=2[Cl:20])[N:9]=1. (7) The product is: [Cl:21][C:22]1[CH:30]=[CH:29][C:25]([C:26]2[O:15][N:14]=[C:13]([CH2:12][N:8]3[C:9]4[C:5](=[C:4]([C:17]([F:19])([F:20])[F:18])[C:3]([C:1]#[N:2])=[CH:11][CH:10]=4)[CH:6]=[CH:7]3)[N:16]=2)=[CH:24][C:23]=1[F:31]. Given the reactants [C:1]([C:3]1[C:4]([C:17]([F:20])([F:19])[F:18])=[C:5]2[C:9](=[CH:10][CH:11]=1)[N:8]([CH2:12][C:13](=[NH:16])[NH:14][OH:15])[CH:7]=[CH:6]2)#[N:2].[Cl:21][C:22]1[CH:30]=[CH:29][C:25]([C:26](O)=O)=[CH:24][C:23]=1[F:31], predict the reaction product. (8) Given the reactants [NH2:1][CH2:2][CH2:3][CH2:4][CH2:5][CH2:6][C:7]([OH:9])=[O:8].[OH-].[Na+].[C:12](Cl)(=[O:19])[C:13]1[CH:18]=[CH:17][CH:16]=[CH:15][CH:14]=1, predict the reaction product. The product is: [C:12]([NH:1][CH2:2][CH2:3][CH2:4][CH2:5][CH2:6][C:7]([OH:9])=[O:8])(=[O:19])[C:13]1[CH:18]=[CH:17][CH:16]=[CH:15][CH:14]=1. (9) Given the reactants Br[C:2]1[CH:3]=[C:4]([Cl:23])[C:5]([CH2:8][CH2:9][NH:10][C:11](=[O:22])[C:12]2[CH:17]=[CH:16][CH:15]=[CH:14][C:13]=2[C:18]([F:21])([F:20])[F:19])=[N:6][CH:7]=1.[F:24][C:25]([F:36])([F:35])[C:26]1[N:31]=[CH:30][C:29](B(O)O)=[CH:28][CH:27]=1.C(=O)([O-])[O-].[Cs+].[Cs+], predict the reaction product. The product is: [Cl:23][C:4]1[CH:3]=[C:2]([C:29]2[CH:30]=[N:31][C:26]([C:25]([F:36])([F:35])[F:24])=[CH:27][CH:28]=2)[CH:7]=[N:6][C:5]=1[CH2:8][CH2:9][NH:10][C:11](=[O:22])[C:12]1[CH:17]=[CH:16][CH:15]=[CH:14][C:13]=1[C:18]([F:21])([F:20])[F:19].